Task: Predict the reactants needed to synthesize the given product.. Dataset: Full USPTO retrosynthesis dataset with 1.9M reactions from patents (1976-2016) (1) Given the product [CH:10]1[C:11]2[C:20]3[CH2:19][CH2:18][NH:17][CH2:16][C:15]=3[CH:14]=[N:13][C:12]=2[NH:8][N:9]=1.[C:32]([OH:34])([C:31]([F:36])([F:35])[F:30])=[O:33], predict the reactants needed to synthesize it. The reactants are: COC1C=CC(C[N:8]2[C:12]3[N:13]=[CH:14][C:15]4[CH2:16][NH:17][CH2:18][CH2:19][C:20]=4[C:11]=3[CH:10]=[N:9]2)=CC=1.C1(C)C=CC=CC=1.[F:30][C:31]([F:36])([F:35])[C:32]([OH:34])=[O:33]. (2) Given the product [F:8][C:9]1[CH:10]=[CH:11][C:12]([C@@H:15]([NH:17][C:18]2[N:19]=[C:20]([C:31]3[CH:32]=[CH:33][N:34]=[C:3]([OH:2])[CH:4]=3)[CH:21]=[C:22]([NH:24][C:25]3[CH:30]=[N:29][CH:28]=[CH:27][N:26]=3)[N:23]=2)[CH3:16])=[CH:13][CH:14]=1, predict the reactants needed to synthesize it. The reactants are: C[O:2][CH2:3][CH2:4]OC.Cl.[F:8][C:9]1[CH:14]=[CH:13][C:12]([C@@H:15]([NH:17][C:18]2[N:23]=[C:22]([NH:24][C:25]3[CH:30]=[N:29][CH:28]=[CH:27][N:26]=3)[CH:21]=[C:20]([C:31]3C=C[N:34]=[C:33](F)[CH:32]=3)[N:19]=2)[CH3:16])=[CH:11][CH:10]=1.C(=O)(O)[O-].[Na+]. (3) Given the product [Cl:8][C:9]1[CH:14]=[CH:13][C:12]([C:15]2[NH:16][C:17]3[C:22]([C:23]=2[CH2:24][C:25]([NH:27][CH3:28])=[O:26])=[CH:21][CH:20]=[CH:19][CH:18]=3)=[CH:11][C:10]=1[S:30](=[O:39])(=[O:38])[NH:31][CH:32]1[CH2:33][CH2:34][CH2:35][CH2:36][CH2:37]1, predict the reactants needed to synthesize it. The reactants are: C([SiH](CC)CC)C.[Cl:8][C:9]1[CH:14]=[CH:13][C:12]([C:15]2[NH:16][C:17]3[C:22]([C:23]=2[C:24](=O)[C:25]([NH:27][CH3:28])=[O:26])=[CH:21][CH:20]=[CH:19][CH:18]=3)=[CH:11][C:10]=1[S:30](=[O:39])(=[O:38])[NH:31][CH:32]1[CH2:37][CH2:36][CH2:35][CH2:34][CH2:33]1. (4) Given the product [OH:32][C:11]1([CH3:31])[CH:10]([N:33]2[CH:57]=[C:37]3[C:38]([NH:46][C:47]([O:49][CH2:50][O:51][C:52](=[O:56])[CH:53]([CH3:55])[CH3:54])=[O:48])=[CH:39][C:40]4[C:41](=[O:45])[NH:42][N:43]=[CH:44][C:35]([C:36]=43)=[N:34]2)[O:9][CH:8]([CH2:7][OH:6])[CH:12]1[O:13][C:14](=[O:30])[CH:15]([NH:19][C:20]([O:22][CH2:23][C:24]1[CH:29]=[CH:28][CH:27]=[CH:26][CH:25]=1)=[O:21])[CH:16]([CH3:18])[CH3:17], predict the reactants needed to synthesize it. The reactants are: C([SiH2][O:6][C:7](C)(C)[CH:8]1[CH:12]([O:13][C:14](=[O:30])[CH:15]([NH:19][C:20]([O:22][CH2:23][C:24]2[CH:29]=[CH:28][CH:27]=[CH:26][CH:25]=2)=[O:21])[CH:16]([CH3:18])[CH3:17])[C:11]([OH:32])([CH3:31])[CH:10]([N:33]2[CH:57]=[C:37]3[C:38]([NH:46][C:47]([O:49][CH2:50][O:51][C:52](=[O:56])[CH:53]([CH3:55])[CH3:54])=[O:48])=[CH:39][C:40]4[C:41](=[O:45])[NH:42][N:43]=[CH:44][C:35]([C:36]=43)=[N:34]2)[O:9]1)(C)(C)C.